This data is from NCI-60 drug combinations with 297,098 pairs across 59 cell lines. The task is: Regression. Given two drug SMILES strings and cell line genomic features, predict the synergy score measuring deviation from expected non-interaction effect. (1) Drug 1: CN(C(=O)NC(C=O)C(C(C(CO)O)O)O)N=O. Drug 2: C1CCC(C(C1)N)N.C(=O)(C(=O)[O-])[O-].[Pt+4]. Synergy scores: CSS=17.8, Synergy_ZIP=-12.3, Synergy_Bliss=-19.6, Synergy_Loewe=-25.2, Synergy_HSA=-17.3. Cell line: LOX IMVI. (2) Drug 1: C1CCC(C1)C(CC#N)N2C=C(C=N2)C3=C4C=CNC4=NC=N3. Drug 2: C1C(C(OC1N2C=NC(=NC2=O)N)CO)O. Cell line: SK-OV-3. Synergy scores: CSS=0.926, Synergy_ZIP=-0.394, Synergy_Bliss=0.997, Synergy_Loewe=-0.928, Synergy_HSA=-0.356. (3) Drug 1: CC1=C(C(=CC=C1)Cl)NC(=O)C2=CN=C(S2)NC3=CC(=NC(=N3)C)N4CCN(CC4)CCO. Drug 2: CN1C=C(C=N1)C2=C3N=C(C(=C(N3N=C2)N)Br)C4CCCNC4. Cell line: OVCAR3. Synergy scores: CSS=64.1, Synergy_ZIP=4.38, Synergy_Bliss=4.36, Synergy_Loewe=14.2, Synergy_HSA=16.0. (4) Drug 1: CN(C)N=NC1=C(NC=N1)C(=O)N. Drug 2: C1=CC=C(C=C1)NC(=O)CCCCCCC(=O)NO. Cell line: DU-145. Synergy scores: CSS=25.1, Synergy_ZIP=-5.30, Synergy_Bliss=-0.958, Synergy_Loewe=-27.9, Synergy_HSA=-1.98. (5) Drug 1: CC=C1C(=O)NC(C(=O)OC2CC(=O)NC(C(=O)NC(CSSCCC=C2)C(=O)N1)C(C)C)C(C)C. Drug 2: CN1C2=C(C=C(C=C2)N(CCCl)CCCl)N=C1CCCC(=O)O.Cl. Cell line: KM12. Synergy scores: CSS=45.3, Synergy_ZIP=1.74, Synergy_Bliss=1.14, Synergy_Loewe=-58.3, Synergy_HSA=-1.42. (6) Drug 1: CC1(CCCN1)C2=NC3=C(C=CC=C3N2)C(=O)N. Drug 2: CCC1=C2N=C(C=C(N2N=C1)NCC3=C[N+](=CC=C3)[O-])N4CCCCC4CCO. Cell line: SK-OV-3. Synergy scores: CSS=29.8, Synergy_ZIP=3.96, Synergy_Bliss=8.07, Synergy_Loewe=-49.9, Synergy_HSA=3.31. (7) Drug 1: CC1=CC2C(CCC3(C2CCC3(C(=O)C)OC(=O)C)C)C4(C1=CC(=O)CC4)C. Drug 2: C1C(C(OC1N2C=C(C(=O)NC2=O)F)CO)O. Cell line: MCF7. Synergy scores: CSS=28.4, Synergy_ZIP=5.80, Synergy_Bliss=6.99, Synergy_Loewe=-20.3, Synergy_HSA=-1.16.